From a dataset of Experimentally validated miRNA-target interactions with 360,000+ pairs, plus equal number of negative samples. Binary Classification. Given a miRNA mature sequence and a target amino acid sequence, predict their likelihood of interaction. (1) The miRNA is hsa-miR-3922-3p with sequence UCUGGCCUUGACUUGACUCUUU. The protein sequence of the target gene is MASCSFSGHQALRRLRASAAAAASAALAAVATTPLLSSGTRTALIGTGSSCPGAMWLSTATGSRSDSESEEEDLPVGDEVCKRGYLRKQKHGHRRYFVLKLETADAPARLEYYRNARKFRHSVRAAAAAAEAAASGAAVPALIPPRRVIILYQCFSVSQRADARYRHLIALFTQDEYFAMVAENESEQESWYLLLSRLILESKRRRCGTLGALPDGEPAALAAAAAAEPPFYKDVWQVVVKPRGLGHRKELSGVFRLCLTDEEVVFVRLNTEVASVVVQLLSIRRCGHSEQYFFLEVGRS.... Result: 0 (no interaction). (2) The miRNA is mmu-miR-191-5p with sequence CAACGGAAUCCCAAAAGCAGCUG. The protein sequence of the target gene is MMAAVPPGLEPWNRVRIPKAGNRSAVTVQNPGAALDLCIAAVIKECHLVILSLKSQTLDAETDVLCAVLYSNHNRMGRHKPHLALKQVEQCLKRLKNMNLEGSIQDLFELFSSNENQPLTTKVCVVPSQPVVELVLMKVLGACKLLLRLLDCCCKTFLLTVKHLGLQEFIILNLVMVGLVSRLWVLYKGVLKRLILLYEPLFGLLQEVARIQPMPYFKDFTFPSDITEFLGQPYFEAFKKKMPIAFAAKGINKLLNKLFLINEQSPRASEETLLGISKKAKQMKINVQNNVDLGQPVKNK.... Result: 0 (no interaction).